This data is from Full USPTO retrosynthesis dataset with 1.9M reactions from patents (1976-2016). The task is: Predict the reactants needed to synthesize the given product. (1) The reactants are: O[CH2:2][C:3]1[N:4]([CH2:8][C:9]([F:12])([F:11])[F:10])[CH:5]=[CH:6][N:7]=1.S(Cl)([Cl:15])=O. Given the product [ClH:15].[Cl:15][CH2:2][C:3]1[N:4]([CH2:8][C:9]([F:12])([F:11])[F:10])[CH:5]=[CH:6][N:7]=1, predict the reactants needed to synthesize it. (2) Given the product [CH:1]([NH:12][CH2:13][C:14]1[N:19]=[C:18]([N:20]2[CH2:25][CH2:24][N:23]([C:26]([O:28][C:29]([CH3:32])([CH3:31])[CH3:30])=[O:27])[CH2:22][CH2:21]2)[C:17]([C:33]([O:35][CH3:36])=[O:34])=[CH:16][CH:15]=1)=[O:2], predict the reactants needed to synthesize it. The reactants are: [CH:1](O)=[O:2].C(OC(=O)C)(=O)C.Cl.[NH2:12][CH2:13][C:14]1[N:19]=[C:18]([N:20]2[CH2:25][CH2:24][N:23]([C:26]([O:28][C:29]([CH3:32])([CH3:31])[CH3:30])=[O:27])[CH2:22][CH2:21]2)[C:17]([C:33]([O:35][CH3:36])=[O:34])=[CH:16][CH:15]=1.C(=O)(O)[O-].[Na+]. (3) Given the product [F:1][C:2]1[CH:7]=[C:6]([F:8])[CH:5]=[CH:4][C:3]=1[C:9]1[N:10]=[C:11]2[C:16]([CH3:17])=[N:15][CH:14]=[CH:13][N:12]2[C:18]=1[C:19]1[CH:24]=[CH:23][N:22]=[C:21]([S:29]([CH3:33])(=[O:31])=[O:28])[N:20]=1, predict the reactants needed to synthesize it. The reactants are: [F:1][C:2]1[CH:7]=[C:6]([F:8])[CH:5]=[CH:4][C:3]=1[C:9]1[N:10]=[C:11]2[C:16]([CH3:17])=[N:15][CH:14]=[CH:13][N:12]2[C:18]=1[C:19]1[CH:24]=[CH:23][N:22]=[C:21](SC)[N:20]=1.O[O:28][S:29]([O-:31])=O.[K+].[CH2:33](Cl)Cl. (4) Given the product [CH3:25][O:26][C:27](=[O:37])[CH2:28][C:29]1[CH:30]=[CH:31][C:32]([CH2:35][NH:24][C:20]2[CH:21]=[CH:22][CH:23]=[C:18]([C:7]3[C:6]4[C:11](=[C:2]([CH3:1])[CH:3]=[CH:4][CH:5]=4)[N:10]=[N:9][C:8]=3[C:12]3[CH:13]=[CH:14][CH:15]=[CH:16][CH:17]=3)[CH:19]=2)=[CH:33][CH:34]=1, predict the reactants needed to synthesize it. The reactants are: [CH3:1][C:2]1[CH:3]=[CH:4][CH:5]=[C:6]2[C:11]=1[N:10]=[N:9][C:8]([C:12]1[CH:17]=[CH:16][CH:15]=[CH:14][CH:13]=1)=[C:7]2[C:18]1[CH:19]=[C:20]([NH2:24])[CH:21]=[CH:22][CH:23]=1.[CH3:25][O:26][C:27](=[O:37])[CH2:28][C:29]1[CH:34]=[CH:33][C:32]([CH:35]=O)=[CH:31][CH:30]=1.[BH-](OC(C)=O)(OC(C)=O)OC(C)=O.[Na+].C(O)(=O)C. (5) Given the product [CH2:22]([O:1][C:2]1[CH:3]=[CH:4][C:5]([CH2:8][CH2:9][NH:10][C:11](=[O:17])[O:12][C:13]([CH3:14])([CH3:16])[CH3:15])=[CH:6][CH:7]=1)[CH2:21][CH:20]=[CH2:19], predict the reactants needed to synthesize it. The reactants are: [OH:1][C:2]1[CH:7]=[CH:6][C:5]([CH2:8][CH2:9][NH:10][C:11](=[O:17])[O:12][C:13]([CH3:16])([CH3:15])[CH3:14])=[CH:4][CH:3]=1.Br[CH2:19][CH2:20][CH:21]=[CH2:22].C(=O)([O-])[O-].[K+].[K+]. (6) Given the product [OH:23][C:4]1[CH:5]=[CH:6][C:1]([CH3:7])=[CH:2][C:3]=1[C:9](=[O:11])[CH2:8][CH2:7][C:1]1[CH:2]=[CH:3][CH:4]=[CH:5][CH:6]=1, predict the reactants needed to synthesize it. The reactants are: [C:1]1([CH2:7][CH2:8][C:9]([O:11]C2C=CC(C)=CC=2)=O)[CH:6]=[CH:5][CH:4]=[CH:3][CH:2]=1.[Cl-].[Al+3].[Cl-].[Cl-].[OH2:23].